From a dataset of Merck oncology drug combination screen with 23,052 pairs across 39 cell lines. Regression. Given two drug SMILES strings and cell line genomic features, predict the synergy score measuring deviation from expected non-interaction effect. (1) Drug 1: O=c1[nH]cc(F)c(=O)[nH]1. Drug 2: Cn1cc(-c2cnn3c(N)c(Br)c(C4CCCNC4)nc23)cn1. Cell line: SKMES1. Synergy scores: synergy=17.0. (2) Drug 2: Cn1nnc2c(C(N)=O)ncn2c1=O. Synergy scores: synergy=-4.17. Drug 1: Nc1ccn(C2OC(CO)C(O)C2(F)F)c(=O)n1. Cell line: SKMEL30. (3) Drug 1: COC12C(COC(N)=O)C3=C(C(=O)C(C)=C(N)C3=O)N1CC1NC12. Drug 2: Cn1cc(-c2cnn3c(N)c(Br)c(C4CCCNC4)nc23)cn1. Cell line: EFM192B. Synergy scores: synergy=25.7. (4) Drug 1: O=c1[nH]cc(F)c(=O)[nH]1. Drug 2: Cn1cc(-c2cnn3c(N)c(Br)c(C4CCCNC4)nc23)cn1. Cell line: A375. Synergy scores: synergy=22.6. (5) Drug 1: CN(C)C(=N)N=C(N)N. Drug 2: NC(=O)c1cccc2cn(-c3ccc(C4CCCNC4)cc3)nc12. Cell line: SKOV3. Synergy scores: synergy=8.23. (6) Drug 1: CC1(c2nc3c(C(N)=O)cccc3[nH]2)CCCN1. Drug 2: CCc1c2c(nc3ccc(O)cc13)-c1cc3c(c(=O)n1C2)COC(=O)C3(O)CC. Cell line: NCIH460. Synergy scores: synergy=22.6. (7) Drug 1: CN1C(=O)C=CC2(C)C3CCC4(C)C(NC(=O)OCC(F)(F)F)CCC4C3CCC12. Drug 2: CNC(=O)c1cc(Oc2ccc(NC(=O)Nc3ccc(Cl)c(C(F)(F)F)c3)cc2)ccn1. Cell line: A427. Synergy scores: synergy=8.27. (8) Drug 1: CCC1=CC2CN(C1)Cc1c([nH]c3ccccc13)C(C(=O)OC)(c1cc3c(cc1OC)N(C)C1C(O)(C(=O)OC)C(OC(C)=O)C4(CC)C=CCN5CCC31C54)C2. Drug 2: Cn1cc(-c2cnn3c(N)c(Br)c(C4CCCNC4)nc23)cn1. Cell line: NCIH23. Synergy scores: synergy=0.884. (9) Drug 1: C#Cc1cccc(Nc2ncnc3cc(OCCOC)c(OCCOC)cc23)c1. Drug 2: Cn1cc(-c2cnn3c(N)c(Br)c(C4CCCNC4)nc23)cn1. Cell line: PA1. Synergy scores: synergy=15.1.